Dataset: Catalyst prediction with 721,799 reactions and 888 catalyst types from USPTO. Task: Predict which catalyst facilitates the given reaction. (1) Reactant: COP([CH2:7][C:8]([O:10][CH2:11][C:12]1[CH:17]=[CH:16][CH:15]=[CH:14][CH:13]=1)=[O:9])(OC)=O.[H-].[Na+].[CH:20]([C:22]1[N:23]([CH2:27][C:28]([O:30][C:31]([CH3:34])([CH3:33])[CH3:32])=[O:29])[CH:24]=[CH:25][N:26]=1)=O.[Cl-].[NH4+]. Product: [C:31]([O:30][C:28](=[O:29])[CH2:27][N:23]1[CH:24]=[CH:25][N:26]=[C:22]1/[CH:20]=[CH:7]/[C:8]([O:10][CH2:11][C:12]1[CH:13]=[CH:14][CH:15]=[CH:16][CH:17]=1)=[O:9])([CH3:34])([CH3:33])[CH3:32]. The catalyst class is: 7. (2) Reactant: [CH3:1][N:2](C)[CH2:3][CH2:4][N:5]1[CH2:10][CH2:9][S:8][C:7]2[CH:11]=[C:12]([N+:15]([O-:17])=[O:16])[CH:13]=[CH:14][C:6]1=2.ClC(OC(Cl)=O)C.C(Cl)Cl. Product: [CH3:1][NH:2][CH2:3][CH2:4][N:5]1[CH2:10][CH2:9][S:8][C:7]2[CH:11]=[C:12]([N+:15]([O-:17])=[O:16])[CH:13]=[CH:14][C:6]1=2. The catalyst class is: 344.